From a dataset of Forward reaction prediction with 1.9M reactions from USPTO patents (1976-2016). Predict the product of the given reaction. (1) Given the reactants Cl[C:2]1[CH:7]=[C:6]([C:8]2[CH:13]=[CH:12][C:11]([C:14]([F:17])([F:16])[F:15])=[CH:10][CH:9]=2)[N:5]=[CH:4][N:3]=1.[NH2:18][C:19]1[CH:20]=[CH:21][CH:22]=[C:23]2[C:28]=1[CH2:27][CH:26]([OH:29])[CH2:25][CH2:24]2, predict the reaction product. The product is: [F:15][C:14]([F:17])([F:16])[C:11]1[CH:12]=[CH:13][C:8]([C:6]2[N:5]=[CH:4][N:3]=[C:2]([NH:18][C:19]3[CH:20]=[CH:21][CH:22]=[C:23]4[C:28]=3[CH2:27][CH:26]([OH:29])[CH2:25][CH2:24]4)[CH:7]=2)=[CH:9][CH:10]=1. (2) Given the reactants O[C:2]([CH:11]([CH3:13])[CH3:12])([CH:6]([CH3:10])[C:7]([OH:9])=[O:8])[C:3](O)=[O:4].CCCCCC.C(OCC)(=O)C, predict the reaction product. The product is: [CH:11]([C:2]1[C:3]([O:8][C:7](=[O:9])[C:6]=1[CH3:10])=[O:4])([CH3:13])[CH3:12]. (3) Given the reactants [Br:1][C:2]1[C:7]([O:8][CH2:9][C:10]([OH:12])=O)=[C:6]([O:13][CH3:14])[C:5]([O:15][CH:16]([F:18])[F:17])=[CH:4][CH:3]=1.C(N(CC)CC)C.CCN=C=[N:30][CH2:31][CH2:32][CH2:33]N(C)C.Cl.C1C=CC2N(O)N=NC=2C=1.C(N)CC, predict the reaction product. The product is: [Br:1][C:2]1[C:7]([O:8][CH2:9][C:10]([NH:30][CH2:31][CH2:32][CH3:33])=[O:12])=[C:6]([O:13][CH3:14])[C:5]([O:15][CH:16]([F:18])[F:17])=[CH:4][CH:3]=1.